From a dataset of Catalyst prediction with 721,799 reactions and 888 catalyst types from USPTO. Predict which catalyst facilitates the given reaction. (1) The catalyst class is: 19. Product: [C:19]1([CH3:23])[CH:20]=[CH:21][CH:22]=[C:17]([N:14]2[C:11]3[CH2:12][CH2:13][NH:8][CH2:9][C:10]=3[N:16]=[CH:15]2)[CH:18]=1. Reactant: C([N:8]1[CH2:13][CH2:12][C:11]2[N:14]([C:17]3[CH:18]=[C:19]([CH3:23])[CH:20]=[CH:21][CH:22]=3)[CH:15]=[N:16][C:10]=2[CH2:9]1)C1C=CC=CC=1.C([O-])=O.[NH4+]. (2) Reactant: [C:1]([C:5]1[CH:31]=[CH:30][C:8]([CH2:9][S:10][C:11]2[O:12][C:13]3[C:18]([C:19](=[O:29])[C:20]=2[CH2:21][O:22]C2CCCCO2)=[CH:17][CH:16]=[CH:15][CH:14]=3)=[CH:7][CH:6]=1)([CH3:4])([CH3:3])[CH3:2].C(O)(=O)C.O. Product: [C:1]([C:5]1[CH:31]=[CH:30][C:8]([CH2:9][S:10][C:11]2[O:12][C:13]3[C:18]([C:19](=[O:29])[C:20]=2[CH2:21][OH:22])=[CH:17][CH:16]=[CH:15][CH:14]=3)=[CH:7][CH:6]=1)([CH3:4])([CH3:2])[CH3:3]. The catalyst class is: 7. (3) Reactant: [Cl:1][C:2]1[CH:3]=[CH:4][CH:5]=[C:6]2[C:11]=1[C:10]([CH2:12][C:13]1[CH:14]=C([CH:18]=[CH:19][CH:20]=1)C#N)=[N:9][NH:8][C:7]2=[O:21].[OH-:22].[K+].[CH2:24]([OH:26])[CH3:25]. Product: [Cl:1][C:2]1[CH:3]=[CH:4][CH:5]=[C:6]2[C:11]=1[C:10]([CH2:12][C:13]1[CH:14]=[C:25]([CH:18]=[CH:19][CH:20]=1)[C:24]([OH:22])=[O:26])=[N:9][NH:8][C:7]2=[O:21]. The catalyst class is: 6. (4) Reactant: [CH2:1]([C:3]1[CH:4]=[C:5]([O:15][C:16]2[CH:17]=[N:18][C:19]([S:22]([CH3:25])(=[O:24])=[O:23])=[CH:20][CH:21]=2)[CH:6]=[C:7]2[C:11]=1[NH:10][C:9]([C:12]([NH2:14])=O)=[CH:8]2)[CH3:2].COC1C=CC(P2(SP(C3C=CC(OC)=CC=3)(=S)S2)=[S:35])=CC=1. Product: [CH2:1]([C:3]1[CH:4]=[C:5]([O:15][C:16]2[CH:17]=[N:18][C:19]([S:22]([CH3:25])(=[O:24])=[O:23])=[CH:20][CH:21]=2)[CH:6]=[C:7]2[C:11]=1[NH:10][C:9]([C:12](=[S:35])[NH2:14])=[CH:8]2)[CH3:2]. The catalyst class is: 7. (5) Reactant: C[C:2]1[CH:7]=[CH:6][N:5]=[C:4]([CH:8]2[CH2:11][N:10]([C:12]([O:14][C:15]([CH3:18])([CH3:17])[CH3:16])=[O:13])[CH2:9]2)[CH:3]=1.BrC1[CH:25]=[C:24](C)[CH:23]=[CH:22]N=1. Product: [N:5]1[C:6]2[C:7](=[CH:22][CH:23]=[CH:24][CH:25]=2)[CH:2]=[CH:3][C:4]=1[CH:8]1[CH2:9][N:10]([C:12]([O:14][C:15]([CH3:16])([CH3:17])[CH3:18])=[O:13])[CH2:11]1. The catalyst class is: 45.